This data is from Forward reaction prediction with 1.9M reactions from USPTO patents (1976-2016). The task is: Predict the product of the given reaction. (1) Given the reactants [C:1]([N:4]1[C:12]2[C:7](=[CH:8][C:9]([C:13](=[O:21])[C:14]3[CH:19]=[CH:18][C:17]([Cl:20])=[CH:16][CH:15]=3)=[CH:10][CH:11]=2)[C:6](=O)[C:5]1=[O:23])(=[O:3])[CH3:2].C(O)(=O)CC(O)=[O:27].O, predict the reaction product. The product is: [Cl:20][C:17]1[CH:16]=[CH:15][C:14]([C:13]([C:9]2[CH:8]=[C:7]3[C:12](=[CH:11][CH:10]=2)[NH:4][C:1](=[O:3])[CH:2]=[C:6]3[C:5]([OH:23])=[O:27])=[O:21])=[CH:19][CH:18]=1. (2) Given the reactants C([O:3][C:4]([C:6]1[N:7]=[N:8][C:9]([O:12][CH3:13])=[CH:10][CH:11]=1)=[CH2:5])C.Cl.O1CCOCC1, predict the reaction product. The product is: [CH3:13][O:12][C:9]1[N:8]=[N:7][C:6]([C:4](=[O:3])[CH3:5])=[CH:11][CH:10]=1. (3) Given the reactants [CH3:1][O:2][C:3]1[CH:4]=[C:5]2[C:10](=[CH:11][C:12]=1[O:13][CH3:14])[N:9]=[CH:8][CH:7]=[C:6]2[O:15][C:16]1[CH:22]=[CH:21][C:19]([NH2:20])=[C:18]([CH3:23])[C:17]=1[CH3:24].Cl[C:26](Cl)([O:28][C:29](=[O:35])OC(Cl)(Cl)Cl)Cl.[CH:37]1(O)[CH2:41]C[CH2:39][CH2:38]1.C(=O)(O)[O-].[Na+], predict the reaction product. The product is: [CH3:1][O:2][C:3]1[CH:4]=[C:5]2[C:10](=[CH:11][C:12]=1[O:13][CH3:14])[N:9]=[CH:8][CH:7]=[C:6]2[O:15][C:16]1[CH:22]=[CH:21][C:19]([NH:20][C:29](=[O:35])[O:28][CH:26]2[CH2:39][CH2:38][CH2:37][CH2:41]2)=[C:18]([CH3:23])[C:17]=1[CH3:24]. (4) Given the reactants C(OC(=O)[NH:7][CH2:8][C:9](=[O:16])[N:10]1[CH2:15][CH2:14][CH2:13][CH2:12][CH2:11]1)(C)(C)C.[ClH:18].CO, predict the reaction product. The product is: [NH3:7].[ClH:18].[NH2:7][CH2:8][C:9]([N:10]1[CH2:15][CH2:14][CH2:13][CH2:12][CH2:11]1)=[O:16]. (5) Given the reactants [CH3:1][C:2]1[CH:3]=[CH:4][C:5]([NH2:8])=[CH:6][CH:7]=1.CCN(C(C)C)C(C)C.[F:18][C:19]1[CH:27]=[CH:26][C:22]([C:23](Cl)=[O:24])=[CH:21][C:20]=1[N+:28]([O-:30])=[O:29], predict the reaction product. The product is: [F:18][C:19]1[CH:27]=[CH:26][C:22]([C:23]([NH:8][C:5]2[CH:6]=[CH:7][C:2]([CH3:1])=[CH:3][CH:4]=2)=[O:24])=[CH:21][C:20]=1[N+:28]([O-:30])=[O:29]. (6) The product is: [F:14][CH2:13][CH2:12][CH:10]1[CH2:11][CH:8]([C:4]2[CH:3]=[C:2]([C:26]#[C:25][Si:18]([CH:15]([CH3:17])[CH3:16])([CH:22]([CH3:24])[CH3:23])[CH:19]([CH3:21])[CH3:20])[CH:7]=[CH:6][CH:5]=2)[CH2:9]1. Given the reactants Br[C:2]1[CH:7]=[CH:6][CH:5]=[C:4]([CH:8]2[CH2:11][CH:10]([CH2:12][CH2:13][F:14])[CH2:9]2)[CH:3]=1.[CH:15]([Si:18]([C:25]#[CH:26])([CH:22]([CH3:24])[CH3:23])[CH:19]([CH3:21])[CH3:20])([CH3:17])[CH3:16].C(N(CC)CC)C, predict the reaction product. (7) Given the reactants C([O:4][C@H:5]1[C@@H:10]([O:11]C(=O)C)[C@H:9]([O:15]C(=O)C)[C@@H:8]([CH2:19][O:20]C(=O)C)[O:7][C@@H:6]1[O:24][C:25]1[C:30]([Cl:31])=[CH:29][C:28]([C:32]2[CH:37]=[CH:36][C:35]([C:38]([O:40][CH3:41])=[O:39])=[CH:34][CH:33]=2)=[CH:27][C:26]=1[Cl:42])(=O)C, predict the reaction product. The product is: [Cl:42][C:26]1[CH:27]=[C:28]([C:32]2[CH:33]=[CH:34][C:35]([C:38]([O:40][CH3:41])=[O:39])=[CH:36][CH:37]=2)[CH:29]=[C:30]([Cl:31])[C:25]=1[O:24][C@H:6]1[O:7][C@H:8]([CH2:19][OH:20])[C@@H:9]([OH:15])[C@H:10]([OH:11])[C@@H:5]1[OH:4]. (8) Given the reactants CC([O:4][C:5]([CH2:7][CH2:8][CH2:9]/[CH:10]=[CH:11]\[CH2:12][C@@H:13]1[C@@H:17]([CH2:18][CH2:19][C@@H:20]([OH:29])[CH2:21][CH2:22][C:23]2[CH:28]=[CH:27][CH:26]=[CH:25][CH:24]=2)[C@H:16]([OH:30])[CH2:15][C@@H:14]1[OH:31])=O)C.[C:32]([O:39][CH2:40][C:41]1[CH:42]=[N:43][C:44]([CH3:57])=[C:45]([OH:56])[C:46]=1[CH2:47][O:48][C:49](=[O:55])[CH2:50][CH2:51][CH2:52][C:53]#[CH:54])(=[O:38])[CH2:33][CH2:34][CH2:35][C:36]#[CH:37].CN(C(ON1N=NC2C=CC=CC1=2)=[N+](C)C)C.F[P-](F)(F)(F)(F)F.CCN(CC)CC, predict the reaction product. The product is: [C:32]([O:39][CH2:40][C:41]1[CH:42]=[N:43][C:44]([CH3:57])=[C:45]([O:56][C:5](=[O:4])[CH2:7][CH2:8][CH2:9]/[CH:10]=[CH:11]\[CH2:12][C@H:13]2[C@@H:14]([OH:31])[CH2:15][C@@H:16]([OH:30])[C@@H:17]2[CH2:18][CH2:19][C@@H:20]([OH:29])[CH2:21][CH2:22][C:23]2[CH:24]=[CH:25][CH:26]=[CH:27][CH:28]=2)[C:46]=1[CH2:47][O:48][C:49](=[O:55])[CH2:50][CH2:51][CH2:52][C:53]#[CH:54])(=[O:38])[CH2:33][CH2:34][CH2:35][C:36]#[CH:37]. (9) Given the reactants C([N+](CCCC)(CCCC)CCCC)CCC.[P:18]([O:22][CH2:23][C@@H:24]1[C@@H:28]([O:29][P:30]([O:33][CH2:34][C@@H:35]2[C@@H:39]([OH:40])[C@@H:38]([OH:41])[C@H:37]([N:42]3[CH:50]=[N:49][C:48]4[C:43]3=[N:44][CH:45]=[N:46][C:47]=4[NH2:51])[O:36]2)([OH:32])=[O:31])[CH2:27][C@H:26]([N:52]2[CH:57]=[CH:56][C:55]([NH2:58])=[N:54][C:53]2=[O:59])[O:25]1)([OH:21])([OH:20])=[O:19].[N:60]([CH2:63][CH:64]([S:81][S:82][CH:83]([CH3:85])[CH3:84])[CH2:65][C@H:66]([NH:73][C:74]([O:76][C:77]([CH3:80])([CH3:79])[CH3:78])=[O:75])[C:67](OCC#N)=[O:68])=[N+:61]=[N-:62], predict the reaction product. The product is: [N:60]([CH2:63][CH:64]([S:81][S:82][CH:83]([CH3:85])[CH3:84])[CH2:65][C@@H:66]([NH:73][C:74]([O:76][C:77]([CH3:78])([CH3:79])[CH3:80])=[O:75])[C:67]([O:40][C@H:39]1[C@@H:38]([OH:41])[C@H:37]([N:42]2[CH:50]=[N:49][C:48]3[C:43]2=[N:44][CH:45]=[N:46][C:47]=3[NH2:51])[O:36][C@H:35]1[CH2:34][O:33][P:30]([O:29][C@H:28]1[CH2:27][C@H:26]([N:52]2[CH:57]=[CH:56][C:55]([NH2:58])=[N:54][C:53]2=[O:59])[O:25][C@@H:24]1[CH2:23][O:22][P:18]([OH:21])([OH:20])=[O:19])([OH:32])=[O:31])=[O:68])=[N+:61]=[N-:62].